From a dataset of Forward reaction prediction with 1.9M reactions from USPTO patents (1976-2016). Predict the product of the given reaction. Given the reactants [C:1]([O:9][CH2:10][CH3:11])(=[O:8])[CH2:2][C:3]([O:5][CH2:6][CH3:7])=[O:4].Cl[CH2:13][CH2:14][O:15][CH2:16][CH2:17]Cl.CC[O-].[Na+], predict the reaction product. The product is: [O:15]1[CH2:16][CH2:17][C:2]([C:3]([O:5][CH2:6][CH3:7])=[O:4])([C:1]([O:9][CH2:10][CH3:11])=[O:8])[CH2:13][CH2:14]1.